From a dataset of Catalyst prediction with 721,799 reactions and 888 catalyst types from USPTO. Predict which catalyst facilitates the given reaction. (1) Reactant: [C:1](Cl)(=O)[C:2](Cl)=O.[Cl:7][C:8]1[C:13]2[CH:14]=[CH:15][N:16]([CH3:17])[C:12]=2[C:11]([C:18]([OH:20])=O)=[CH:10][N:9]=1. Product: [Cl:7][C:8]1[C:13]2[CH:14]=[CH:15][N:16]([CH3:17])[C:12]=2[C:11]([C:18]([N:9]2[CH2:2][CH2:1][CH2:12][CH2:13][CH2:8]2)=[O:20])=[CH:10][N:9]=1. The catalyst class is: 59. (2) Reactant: [C:1]([O:20][CH2:21][CH2:22][O:23][CH2:24][CH2:25][OH:26])([C:14]1[CH:19]=[CH:18][CH:17]=[CH:16][CH:15]=1)([C:8]1[CH:13]=[CH:12][CH:11]=[CH:10][CH:9]=1)[C:2]1[CH:7]=[CH:6][CH:5]=[CH:4][CH:3]=1.[H-].[Na+].[C:29]([O:48][CH2:49][CH2:50][O:51][CH2:52][CH2:53][O:54][CH2:55][CH:56]1[CH2:58][O:57]1)([C:42]1[CH:47]=[CH:46][CH:45]=[CH:44][CH:43]=1)([C:36]1[CH:41]=[CH:40][CH:39]=[CH:38][CH:37]=1)[C:30]1[CH:35]=[CH:34][CH:33]=[CH:32][CH:31]=1. Product: [C:1]([O:20][CH2:21][CH2:22][O:23][CH2:24][CH2:25][O:26][CH2:58][CH:56]([OH:57])[CH2:55][O:54][CH2:53][CH2:52][O:51][CH2:50][CH2:49][O:48][C:29]([C:42]1[CH:47]=[CH:46][CH:45]=[CH:44][CH:43]=1)([C:36]1[CH:37]=[CH:38][CH:39]=[CH:40][CH:41]=1)[C:30]1[CH:31]=[CH:32][CH:33]=[CH:34][CH:35]=1)([C:8]1[CH:13]=[CH:12][CH:11]=[CH:10][CH:9]=1)([C:14]1[CH:15]=[CH:16][CH:17]=[CH:18][CH:19]=1)[C:2]1[CH:3]=[CH:4][CH:5]=[CH:6][CH:7]=1. The catalyst class is: 3. (3) Reactant: [Cl:1][C:2]1[C:3]([O:30][C@H:31]2[CH2:36][CH2:35][CH2:34][CH2:33][C@@H:32]2[C:37]2[N:41]([CH3:42])[N:40]=[CH:39][CH:38]=2)=[CH:4][C:5]([F:29])=[C:6]([S:8]([N:11](CC2C=CC(OC)=CC=2OC)[C:12]2[CH:17]=[CH:16][N:15]=[CH:14][N:13]=2)(=[O:10])=[O:9])[CH:7]=1.C([SiH](CC)CC)C. Product: [Cl:1][C:2]1[C:3]([O:30][C@H:31]2[CH2:36][CH2:35][CH2:34][CH2:33][C@@H:32]2[C:37]2[N:41]([CH3:42])[N:40]=[CH:39][CH:38]=2)=[CH:4][C:5]([F:29])=[C:6]([S:8]([NH:11][C:12]2[CH:17]=[CH:16][N:15]=[CH:14][N:13]=2)(=[O:10])=[O:9])[CH:7]=1. The catalyst class is: 281.